Dataset: Full USPTO retrosynthesis dataset with 1.9M reactions from patents (1976-2016). Task: Predict the reactants needed to synthesize the given product. (1) Given the product [CH3:15][C:14]([CH3:16])([CH2:21][CH2:22][CH2:23][C:24](=[O:28])[C:29]1[CH:30]=[CH:31][CH:32]=[CH:33][CH:34]=1)[C:13]([O:18][CH3:19])=[O:17], predict the reactants needed to synthesize it. The reactants are: [Li+].CCC[CH2-].C(NC(C)C)(C)C.[C:13]([O:18][CH3:19])(=[O:17])[CH:14]([CH3:16])[CH3:15].I[CH2:21][CH2:22][CH2:23][C:24]1([C:29]2[CH:34]=[CH:33][CH:32]=[CH:31][CH:30]=2)[O:28]CCO1.Cl. (2) Given the product [Si:1]([O:8][C@H:9]1[CH2:18][C:17]([CH3:19])([CH3:20])[CH2:16][C:15]2[N:14]=[C:13]([CH:21]([CH3:23])[CH3:22])[C:12]3[C@@H:24]([C:31]4[CH:32]=[CH:33][C:34]([C:9]([OH:8])([CH3:18])[CH3:10])=[CH:40][CH:41]=4)[O:25][C:26]4([CH2:30][CH2:29][CH2:28][CH2:27]4)[C:11]=3[C:10]1=2)([C:4]([CH3:5])([CH3:7])[CH3:6])([CH3:2])[CH3:3], predict the reactants needed to synthesize it. The reactants are: [Si:1]([O:8][C@H:9]1[CH2:18][C:17]([CH3:20])([CH3:19])[CH2:16][C:15]2[N:14]=[C:13]([CH:21]([CH3:23])[CH3:22])[C:12]3[C@@H:24]([C:31]4[CH:41]=[CH:40][C:34](C(OCC)=O)=[CH:33][CH:32]=4)[O:25][C:26]4([CH2:30][CH2:29][CH2:28][CH2:27]4)[C:11]=3[C:10]1=2)([C:4]([CH3:7])([CH3:6])[CH3:5])([CH3:3])[CH3:2].C[Mg]Br. (3) Given the product [CH3:16][O:17][C:18](=[O:34])[CH:19]([CH:29]1[CH2:33][CH2:32][CH2:31][N:30]1[C:11](=[O:13])[C:10]1[CH:9]=[CH:8][C:7]([C:3]2[CH:2]=[N:1][CH:6]=[CH:5][CH:4]=2)=[CH:15][CH:14]=1)[CH2:20][C:21]1[CH:26]=[CH:25][CH:24]=[C:23]([C:27]#[N:28])[CH:22]=1, predict the reactants needed to synthesize it. The reactants are: [N:1]1[CH:6]=[CH:5][CH:4]=[C:3]([C:7]2[CH:15]=[CH:14][C:10]([C:11]([OH:13])=O)=[CH:9][CH:8]=2)[CH:2]=1.[CH3:16][O:17][C:18](=[O:34])[CH:19]([CH:29]1[CH2:33][CH2:32][CH2:31][NH:30]1)[CH2:20][C:21]1[CH:26]=[CH:25][CH:24]=[C:23]([C:27]#[N:28])[CH:22]=1. (4) Given the product [CH3:39][O:38][C:34]1[CH:35]=[C:36]([CH3:37])[C:31]([S:28]([N:27]2[CH:14]=[CH:15][NH:16][C:17](=[O:41])[C@@H:18]2[CH2:19][C:20]([O:22][C:23]([CH3:26])([CH3:25])[CH3:24])=[O:21])(=[O:30])=[O:29])=[C:32]([CH3:40])[CH:33]=1, predict the reactants needed to synthesize it. The reactants are: CC1C=CC(S(O)(=O)=O)=CC=1.CO[CH:14](OC)[CH2:15][NH:16][C:17](=[O:41])[C@@H:18]([NH:27][S:28]([C:31]1[C:36]([CH3:37])=[CH:35][C:34]([O:38][CH3:39])=[CH:33][C:32]=1[CH3:40])(=[O:30])=[O:29])[CH2:19][C:20]([O:22][C:23]([CH3:26])([CH3:25])[CH3:24])=[O:21]. (5) Given the product [CH3:47][O:46]/[N:45]=[C:40](\[CH3:41])/[CH2:39][O:38][C@H:35]1[CH2:34][CH2:33][C@H:32]([N:22]2[C:21](=[O:43])[C:20]([CH2:19][C:16]3[CH:17]=[CH:18][C:13]([C:8]4[CH:9]=[CH:10][CH:11]=[CH:12][C:7]=4[C:4]4[NH:3][C:2](=[O:1])[O:6][N:5]=4)=[CH:14][CH:15]=3)=[C:25]([CH2:26][CH2:27][CH3:28])[N:24]3[N:29]=[CH:30][N:31]=[C:23]23)[CH2:37][CH2:36]1, predict the reactants needed to synthesize it. The reactants are: [O:1]=[C:2]1[O:6][N:5]=[C:4]([C:7]2[CH:12]=[CH:11][CH:10]=[CH:9][C:8]=2[C:13]2[CH:18]=[CH:17][C:16]([CH2:19][C:20]3[C:21](=[O:43])[N:22]([C@H:32]4[CH2:37][CH2:36][C@H:35]([O:38][CH2:39][C:40](=O)[CH3:41])[CH2:34][CH2:33]4)[C:23]4[N:24]([N:29]=[CH:30][N:31]=4)[C:25]=3[CH2:26][CH2:27][CH3:28])=[CH:15][CH:14]=2)[NH:3]1.Cl.[NH2:45][O:46][CH3:47].N1C=CC=CC=1.Cl. (6) Given the product [NH2:12]/[C:3](/[CH:2]([CH3:11])[CH3:1])=[CH:4]/[C:5]([O:7][CH2:8][CH3:9])=[O:6], predict the reactants needed to synthesize it. The reactants are: [CH3:1][CH:2]([CH3:11])[C:3](=O)[CH2:4][C:5]([O:7][CH2:8][CH3:9])=[O:6].[NH3:12]. (7) Given the product [ClH:49].[F:31][C:32]1[C:39]([C:40]([F:41])([F:42])[F:43])=[CH:38][CH:37]=[CH:36][C:33]=1[CH2:34][N:9]([CH2:8][CH:7]([C:1]1[CH:2]=[CH:3][CH:4]=[CH:5][CH:6]=1)[C:25]1[CH:26]=[CH:27][CH:28]=[CH:29][CH:30]=1)[CH2:10][CH2:11][C@@H:12]([CH3:24])[O:13][C:14]1[CH:15]=[C:16]([CH2:20][C:21]([OH:23])=[O:22])[CH:17]=[CH:18][CH:19]=1, predict the reactants needed to synthesize it. The reactants are: [C:1]1([CH:7]([C:25]2[CH:30]=[CH:29][CH:28]=[CH:27][CH:26]=2)[CH2:8][NH:9][CH2:10][CH2:11][C@@H:12]([CH3:24])[O:13][C:14]2[CH:15]=[C:16]([CH2:20][C:21]([OH:23])=[O:22])[CH:17]=[CH:18][CH:19]=2)[CH:6]=[CH:5][CH:4]=[CH:3][CH:2]=1.[F:31][C:32]1[C:39]([C:40]([F:43])([F:42])[F:41])=[CH:38][CH:37]=[CH:36][C:33]=1[CH:34]=O.COC(=O)C.[Cl:49]C1C(C(F)(F)F)=CC=CC=1C=O.Cl.CCOCC.